Dataset: Reaction yield outcomes from USPTO patents with 853,638 reactions. Task: Predict the reaction yield, written as a fraction of the theoretical maximum amount of product (1.0 means a 100% yield; for example, 0.34 means a 34% yield). (1) The reactants are [F:1][C:2]1[CH:7]=[CH:6][C:5]([N:8]2[C:12]([C:13]3[CH:18]=[CH:17][C:16]([S:19]([CH3:22])(=[O:21])=[O:20])=[CH:15][CH:14]=3)=[CH:11][C:10]([CH2:23][C:24](O)=[O:25])=[C:9]2[CH3:27])=[CH:4][CH:3]=1.[NH2:28][C@@H:29]([CH2:33][OH:34])[C:30]([OH:32])=[O:31]. No catalyst specified. The product is [OH:34][CH2:33][C@H:29]([NH:28][C:24](=[O:25])[CH2:23][C:10]1[CH:11]=[C:12]([C:13]2[CH:18]=[CH:17][C:16]([S:19]([CH3:22])(=[O:21])=[O:20])=[CH:15][CH:14]=2)[N:8]([C:5]2[CH:4]=[CH:3][C:2]([F:1])=[CH:7][CH:6]=2)[C:9]=1[CH3:27])[C:30]([OH:32])=[O:31]. The yield is 0.900. (2) The reactants are [C:1]([CH2:3][N:4]([CH2:17][C:18]([F:21])([F:20])[F:19])[C:5]1[CH:12]=[CH:11][C:8]([C:9]#[N:10])=[C:7]([C:13]([F:16])([F:15])[F:14])[CH:6]=1)#[N:2].[N-:22]=[N+:23]=[N-:24].[Na+].[Cl-].[Li+].[Cl-].[NH4+]. The catalyst is CN(C=O)C. The product is [NH:22]1[C:1]([CH2:3][N:4]([CH2:17][C:18]([F:20])([F:19])[F:21])[C:5]2[CH:12]=[CH:11][C:8]([C:9]#[N:10])=[C:7]([C:13]([F:15])([F:16])[F:14])[CH:6]=2)=[N:2][N:24]=[N:23]1. The yield is 0.860. (3) The reactants are [CH3:1][C:2]([C:5]1[CH:6]=[C:7]([C:16](=[CH2:30])[C:17]([NH:19][C:20]2[CH:25]=[CH:24][C:23]([OH:26])=[C:22]([N+:27]([O-])=O)[CH:21]=2)=[O:18])[CH:8]=[C:9]([C:12]([CH3:15])([CH3:14])[CH3:13])[C:10]=1[OH:11])([CH3:4])[CH3:3].[Sn](Cl)(Cl)(Cl)Cl.C(=O)(O)[O-].[Na+]. The catalyst is C(OCC)(=O)C. The product is [CH3:15][C:12]([C:9]1[CH:8]=[C:7]([C:16](=[CH2:30])[C:17]([NH:19][C:20]2[CH:25]=[CH:24][C:23]([OH:26])=[C:22]([NH2:27])[CH:21]=2)=[O:18])[CH:6]=[C:5]([C:2]([CH3:1])([CH3:3])[CH3:4])[C:10]=1[OH:11])([CH3:13])[CH3:14]. The yield is 0.530. (4) The reactants are [O:1]=[S:2]1(=[O:30])[CH2:7][CH2:6][N:5]([C:8]([C:10]2[NH:11][C:12]3[C:17]([CH:18]=2)=[CH:16][C:15]([C:19]([N:21]2[CH2:26][CH2:25][N:24]([CH:27]([CH3:29])[CH3:28])[CH2:23][CH2:22]2)=[O:20])=[CH:14][CH:13]=3)=[O:9])[CH2:4][CH2:3]1.[CH3:31][S:32]([C:35]1[CH:36]=[C:37](B(O)O)[CH:38]=[CH:39][CH:40]=1)(=[O:34])=[O:33].N1C=CC=CC=1. The catalyst is C([O-])(=O)C.[Cu+2].C([O-])(=O)C.C(Cl)(Cl)Cl. The product is [O:30]=[S:2]1(=[O:1])[CH2:7][CH2:6][N:5]([C:8]([C:10]2[N:11]([C:39]3[CH:38]=[CH:37][CH:36]=[C:35]([S:32]([CH3:31])(=[O:34])=[O:33])[CH:40]=3)[C:12]3[C:17]([CH:18]=2)=[CH:16][C:15]([C:19]([N:21]2[CH2:22][CH2:23][N:24]([CH:27]([CH3:28])[CH3:29])[CH2:25][CH2:26]2)=[O:20])=[CH:14][CH:13]=3)=[O:9])[CH2:4][CH2:3]1. The yield is 0.160. (5) The reactants are [CH2:1]([N:3]([CH2:23][CH3:24])[C:4]1[CH:22]=[CH:21][C:7]([CH:8]=[N:9][NH:10][C:11](=[O:20])[C:12]2[CH:17]=[CH:16][C:15]([O:18][CH3:19])=[CH:14][CH:13]=2)=[CH:6][CH:5]=1)[CH3:2].Br[CH2:26][C:27]1[CH:32]=[CH:31][C:30]([CH3:33])=[CH:29][CH:28]=1.C([O-])([O-])=O.[K+].[K+]. The catalyst is CN(C=O)C.O. The product is [CH2:23]([N:3]([CH2:1][CH3:2])[C:4]1[CH:5]=[CH:6][C:7]([CH:8]=[N:9][N:10]([CH2:26][C:27]2[CH:32]=[CH:31][C:30]([CH3:33])=[CH:29][CH:28]=2)[C:11](=[O:20])[C:12]2[CH:17]=[CH:16][C:15]([O:18][CH3:19])=[CH:14][CH:13]=2)=[CH:21][CH:22]=1)[CH3:24]. The yield is 0.880. (6) The reactants are Cl.CN(C)CCCN=C=NCC.CN1CCOCC1.O.ON1C2C=CC=CC=2N=N1.[F:31][C:32]([F:42])([F:41])[C:33]1[CH:34]=[CH:35][C:36]([NH:39][NH2:40])=[N:37][CH:38]=1.[Cl:43][C:44]1[C:52]([Cl:53])=[CH:51][CH:50]=[CH:49][C:45]=1[C:46](O)=[O:47]. The catalyst is ClCCl.C(#N)C. The product is [F:42][C:32]([F:31])([F:41])[C:33]1[CH:34]=[CH:35][C:36]([N:39]([C:46](=[O:47])[C:45]2[CH:49]=[CH:50][CH:51]=[C:52]([Cl:53])[C:44]=2[Cl:43])[NH2:40])=[N:37][CH:38]=1. The yield is 0.400. (7) The reactants are [OH:1][C:2]1[CH:9]=[C:8]([N+:10]([O-:12])=[O:11])[CH:7]=[CH:6][C:3]=1[C:4]#[N:5].C(=O)([O-])[O-].[Cs+].[Cs+].Br[CH2:20][CH2:21][CH2:22][CH2:23][NH:24][C:25](=[O:31])[O:26][C:27]([CH3:30])([CH3:29])[CH3:28]. The catalyst is CN(C=O)C. The product is [C:4]([C:3]1[CH:6]=[CH:7][C:8]([N+:10]([O-:12])=[O:11])=[CH:9][C:2]=1[O:1][CH2:20][CH2:21][CH2:22][CH2:23][NH:24][C:25](=[O:31])[O:26][C:27]([CH3:30])([CH3:29])[CH3:28])#[N:5]. The yield is 0.520. (8) The reactants are Cl[C:2]1[N:10]=[C:9]2[C:5]([N:6]=[C:7]([CH2:12][CH2:13][N:14]3[CH2:19][CH2:18][N:17]([S:20]([CH3:23])(=[O:22])=[O:21])[C:16]([CH3:25])([CH3:24])[CH2:15]3)[N:8]2[CH3:11])=[C:4]([N:26]2[CH2:31][CH2:30][O:29][CH2:28][CH2:27]2)[N:3]=1.[CH2:32]([C:34]1[NH:35][C:36]2[CH:42]=[CH:41][CH:40]=[CH:39][C:37]=2[N:38]=1)[CH3:33].CC(C1C=C(C(C)C)C(C2C=CC=CC=2P(C2CCCCC2)C2CCCCC2)=C(C(C)C)C=1)C.C([O-])([O-])=O.[Cs+].[Cs+]. The catalyst is O1CCOCC1.C1C=CC(/C=C/C(/C=C/C2C=CC=CC=2)=O)=CC=1.C1C=CC(/C=C/C(/C=C/C2C=CC=CC=2)=O)=CC=1.C1C=CC(/C=C/C(/C=C/C2C=CC=CC=2)=O)=CC=1.[Pd].[Pd]. The product is [CH3:24][C:16]1([CH3:25])[N:17]([S:20]([CH3:23])(=[O:21])=[O:22])[CH2:18][CH2:19][N:14]([CH2:13][CH2:12][C:7]2[N:8]([CH3:11])[C:9]3[C:5]([N:6]=2)=[C:4]([N:26]2[CH2:31][CH2:30][O:29][CH2:28][CH2:27]2)[N:3]=[C:2]([N:35]2[C:36]4[CH:42]=[CH:41][CH:40]=[CH:39][C:37]=4[N:38]=[C:34]2[CH2:32][CH3:33])[N:10]=3)[CH2:15]1. The yield is 0.460. (9) The reactants are [CH3:1][O:2][C:3]1[CH:4]=[C:5]2[C:10](=[CH:11][C:12]=1[O:13][CH3:14])[N:9]=[CH:8][CH:7]=[C:6]2[O:15][C:16]1[CH:22]=[CH:21][C:19]([NH2:20])=[CH:18][CH:17]=1.Cl[C:24](Cl)([O:26]C(=O)OC(Cl)(Cl)Cl)Cl.[O:35]1[CH2:40][CH2:39][N:38]([CH2:41][CH2:42][CH:43]([OH:47])[CH2:44][CH2:45][CH3:46])[CH2:37][CH2:36]1.C(=O)(O)[O-].[Na+]. The catalyst is C(Cl)Cl.C(N(CC)CC)C.C1(C)C=CC=CC=1. The product is [CH3:1][O:2][C:3]1[CH:4]=[C:5]2[C:10](=[CH:11][C:12]=1[O:13][CH3:14])[N:9]=[CH:8][CH:7]=[C:6]2[O:15][C:16]1[CH:22]=[CH:21][C:19]([NH:20][C:24](=[O:26])[O:47][CH:43]([CH2:42][CH2:41][N:38]2[CH2:39][CH2:40][O:35][CH2:36][CH2:37]2)[CH2:44][CH2:45][CH3:46])=[CH:18][CH:17]=1. The yield is 0.810.